Dataset: Forward reaction prediction with 1.9M reactions from USPTO patents (1976-2016). Task: Predict the product of the given reaction. (1) Given the reactants [N+](C1C=C(C=CC=1)C(Cl)=O)([O-])=O.N1CCC(C(OCC)=O)CC1.[CH2:24]([O:26][C:27]([CH:29]1[CH2:34][CH2:33][N:32]([C:35]([C:37]2[CH:42]=[CH:41][CH:40]=[C:39]([N+:43]([O-])=O)[CH:38]=2)=[O:36])[CH2:31][CH2:30]1)=[O:28])[CH3:25], predict the reaction product. The product is: [CH2:24]([O:26][C:27]([CH:29]1[CH2:30][CH2:31][N:32]([C:35]([C:37]2[CH:38]=[C:39]([CH:40]=[CH:41][CH:42]=2)[NH2:43])=[O:36])[CH2:33][CH2:34]1)=[O:28])[CH3:25]. (2) Given the reactants [I-].[Li+].[Br:3][C:4]1[CH:9]=[CH:8][C:7]([CH2:10][NH:11][N:12]2[C:17](=[O:18])[C:16]3[CH:19]=[CH:20][CH:21]=[N:22][C:15]=3[N:14]=[C:13]2[C:23]2[CH:28]=[CH:27][C:26]([O:29]C)=[CH:25][CH:24]=2)=[CH:6][CH:5]=1, predict the reaction product. The product is: [Br:3][C:4]1[CH:9]=[CH:8][C:7]([CH2:10][NH:11][N:12]2[C:17](=[O:18])[C:16]3[CH:19]=[CH:20][CH:21]=[N:22][C:15]=3[N:14]=[C:13]2[C:23]2[CH:24]=[CH:25][C:26]([OH:29])=[CH:27][CH:28]=2)=[CH:6][CH:5]=1. (3) Given the reactants [NH2:1][C:2]1[CH:3]=[N:4][N:5]([CH3:26])[C:6]=1[C:7]1[CH:8]=[C:9]([C@@H:14]([NH:18][C:19](=[O:25])[O:20][C:21]([CH3:24])([CH3:23])[CH3:22])[CH2:15][CH:16]=[CH2:17])[CH:10]=[C:11]([F:13])[CH:12]=1.[CH3:27][C@H:28]([CH:32]=[CH2:33])[C:29](O)=[O:30].CCN(C(C)C)C(C)C.C(P1(=O)OP(CCC)(=O)OP(CCC)(=O)O1)CC, predict the reaction product. The product is: [F:13][C:11]1[CH:10]=[C:9]([C@@H:14]([NH:18][C:19](=[O:25])[O:20][C:21]([CH3:22])([CH3:24])[CH3:23])[CH2:15][CH:16]=[CH2:17])[CH:8]=[C:7]([C:6]2[N:5]([CH3:26])[N:4]=[CH:3][C:2]=2[NH:1][C:29](=[O:30])[C@H:28]([CH3:27])[CH:32]=[CH2:33])[CH:12]=1. (4) Given the reactants [OH:1][C:2]1[C:3](=[O:35])[N:4]([C:28]2[N:29]=[N:30][C:31]([CH3:34])=[CH:32][CH:33]=2)[CH:5]([C:18]2[CH:19]=[N:20][C:21]([C:24]([F:27])([F:26])[F:25])=[CH:22][CH:23]=2)[C:6]=1[C:7](=[O:17])[C:8]1[CH:13]=[CH:12][C:11]([CH:14]([CH3:16])[CH3:15])=[CH:10][CH:9]=1.[C:36]([O:46][CH3:47])(=[O:45])[C@H:37]([C:39]1[CH:44]=[CH:43][CH:42]=[CH:41][CH:40]=1)O, predict the reaction product. The product is: [CH3:47][O:46][C:36](=[O:45])[C@H:37]([O:1][C:2]1[C:3](=[O:35])[N:4]([C:28]2[N:29]=[N:30][C:31]([CH3:34])=[CH:32][CH:33]=2)[C@@H:5]([C:18]2[CH:19]=[N:20][C:21]([C:24]([F:25])([F:26])[F:27])=[CH:22][CH:23]=2)[C:6]=1[C:7](=[O:17])[C:8]1[CH:13]=[CH:12][C:11]([CH:14]([CH3:16])[CH3:15])=[CH:10][CH:9]=1)[C:39]1[CH:40]=[CH:41][CH:42]=[CH:43][CH:44]=1. (5) The product is: [NH2:1][C@H:2]([C:15]([NH:17][C@H:18]([C:26]([O:28][CH2:29][CH3:30])=[O:27])[CH2:19][CH2:20][CH2:21][NH:22][C:23](=[NH:24])[NH2:25])=[O:16])[CH2:3][C:4]1[C:12]2[C:7](=[CH:8][CH:9]=[CH:10][CH:11]=2)[N:6]([CH:13]=[O:14])[CH:5]=1. Given the reactants [NH:1](C(OC(C)(C)C)=O)[C@H:2]([C:15]([NH:17][C@H:18]([C:26]([O:28][CH2:29][CH3:30])=[O:27])[CH2:19][CH2:20][CH2:21][NH:22][C:23](=[NH:25])[NH2:24])=[O:16])[CH2:3][C:4]1[C:12]2[C:7](=[CH:8][CH:9]=[CH:10][CH:11]=2)[N:6]([CH:13]=[O:14])[CH:5]=1, predict the reaction product.